This data is from Catalyst prediction with 721,799 reactions and 888 catalyst types from USPTO. The task is: Predict which catalyst facilitates the given reaction. (1) Reactant: [Cl:1][C:2]1[CH:7]=[CH:6][C:5]([C:8]2[C:12]3[CH2:13][N:14]([C:17](=[O:19])[CH3:18])[CH2:15][CH2:16][C:11]=3[N:10]([CH2:20][CH2:21][CH2:22]Cl)[N:9]=2)=[CH:4][CH:3]=1.[F:24][C:25]1[CH:30]=[CH:29][CH:28]=[CH:27][C:26]=1[N:31]1[CH2:36][CH2:35][NH:34][CH2:33][CH2:32]1.C([O-])([O-])=O.[K+].[K+].CO.CCOC(C)=O. Product: [Cl:1][C:2]1[CH:7]=[CH:6][C:5]([C:8]2[C:12]3[CH2:13][N:14]([C:17](=[O:19])[CH3:18])[CH2:15][CH2:16][C:11]=3[N:10]([CH2:20][CH2:21][CH2:22][N:34]3[CH2:33][CH2:32][N:31]([C:26]4[CH:27]=[CH:28][CH:29]=[CH:30][C:25]=4[F:24])[CH2:36][CH2:35]3)[N:9]=2)=[CH:4][CH:3]=1. The catalyst class is: 23. (2) Reactant: [CH3:1][C:2]([CH3:14])([CH3:13])[C:3]#[C:4][C:5]1[CH:12]=[CH:11][C:8]([CH:9]=O)=[CH:7][CH:6]=1.[NH:15]1[CH2:18][CH:17]([C:19]([OH:21])=[O:20])[CH2:16]1.CC(O)=O.C([BH3-])#N. Product: [CH3:1][C:2]([CH3:14])([CH3:13])[C:3]#[C:4][C:5]1[CH:12]=[CH:11][C:8]([CH2:9][N:15]2[CH2:18][CH:17]([C:19]([OH:21])=[O:20])[CH2:16]2)=[CH:7][CH:6]=1. The catalyst class is: 61. (3) Reactant: C(Cl)Cl.C(N(CC)CC)C.[B]1OC(C)(C)C(C)(C)O1.I[C:21]1[CH:26]=[CH:25][C:24]2[O:27][CH2:28][O:29][C:23]=2[CH:22]=1. Product: [O:27]1[C:24]2[CH:25]=[CH:26][CH:21]=[CH:22][C:23]=2[O:29][CH2:28]1. The catalyst class is: 294. (4) Reactant: [CH:1]1([C:5]2[O:9][N:8]=[C:7]([C:10]3[C:15]([Cl:16])=[CH:14][CH:13]=[CH:12][C:11]=3[Cl:17])[C:6]=2[CH2:18][O:19][C:20]2[CH:25]=[CH:24][C:23]([C:26]3[CH:27]=[C:28]4[C:33](=[CH:34][CH:35]=3)[C:32]([C:36]([O:38]C)=[O:37])=[CH:31][CH:30]=[CH:29]4)=[CH:22][CH:21]=2)[CH2:4][CH2:3][CH2:2]1.O1CCCC1.[OH-].[Na+]. Product: [CH:1]1([C:5]2[O:9][N:8]=[C:7]([C:10]3[C:15]([Cl:16])=[CH:14][CH:13]=[CH:12][C:11]=3[Cl:17])[C:6]=2[CH2:18][O:19][C:20]2[CH:21]=[CH:22][C:23]([C:26]3[CH:27]=[C:28]4[C:33](=[CH:34][CH:35]=3)[C:32]([C:36]([OH:38])=[O:37])=[CH:31][CH:30]=[CH:29]4)=[CH:24][CH:25]=2)[CH2:2][CH2:3][CH2:4]1. The catalyst class is: 5. (5) Reactant: [NH2:1][C:2]1[CH:3]=[C:4]([CH:19]=[CH:20][CH:21]=1)[O:5][C:6]1[CH:18]=[CH:17][C:9]2[N:10]=[C:11]([NH:13][C:14](=[O:16])[CH3:15])[S:12][C:8]=2[CH:7]=1.[C:22]([C:24]1[CH:25]=[C:26]([CH:30]=[CH:31][CH:32]=1)[C:27](O)=[O:28])#[N:23].O1CCCC1.C(Cl)(=O)C(Cl)=O. The catalyst class is: 9. Product: [C:14]([NH:13][C:11]1[S:12][C:8]2[CH:7]=[C:6]([O:5][C:4]3[CH:3]=[C:2]([NH:1][C:27](=[O:28])[C:26]4[CH:30]=[CH:31][CH:32]=[C:24]([C:22]#[N:23])[CH:25]=4)[CH:21]=[CH:20][CH:19]=3)[CH:18]=[CH:17][C:9]=2[N:10]=1)(=[O:16])[CH3:15]. (6) Reactant: Br[CH2:2][C:3]1[CH:8]=[CH:7][C:6]([CH:9]([CH3:13])[C:10]([OH:12])=[O:11])=[CH:5][CH:4]=1.[N-:14]=[N+:15]=[N-:16].[Na+].C1OCCOCCOCCOCCOC1. Product: [N:14]([CH2:2][C:3]1[CH:8]=[CH:7][C:6]([CH:9]([CH3:13])[C:10]([OH:12])=[O:11])=[CH:5][CH:4]=1)=[N+:15]=[N-:16]. The catalyst class is: 12. (7) Reactant: C(OC([NH:8][CH:9]([C:12]1[C:13]([F:43])=[C:14]([C:18]2[CH:23]=[C:22]([O:24][CH2:25][CH3:26])[CH:21]=[C:20]([CH2:27][O:28][C:29]3[CH:34]=[CH:33][CH:32]=[CH:31][C:30]=3[CH2:35][C:36]([O:38]C(C)(C)C)=[O:37])[CH:19]=2)[CH:15]=[CH:16][CH:17]=1)[CH2:10][F:11])=O)(C)(C)C.Cl. Product: [NH2:8][CH:9]([C:12]1[C:13]([F:43])=[C:14]([C:18]2[CH:23]=[C:22]([O:24][CH2:25][CH3:26])[CH:21]=[C:20]([CH2:27][O:28][C:29]3[CH:34]=[CH:33][CH:32]=[CH:31][C:30]=3[CH2:35][C:36]([OH:38])=[O:37])[CH:19]=2)[CH:15]=[CH:16][CH:17]=1)[CH2:10][F:11]. The catalyst class is: 269. (8) Reactant: [C@H:1]1([N:13]2[CH2:18][CH2:17][CH:16]([N:19]3[C:23]4[CH:24]=[CH:25][CH:26]=[CH:27][C:22]=4[N:21]([CH2:28][C:29]([OH:31])=O)[C:20]3=[O:32])[CH2:15][CH2:14]2)[C:11]2=[C:12]3[C:7](=[CH:8][CH:9]=[CH:10]2)[CH:6]=[CH:5][CH:4]=[C:3]3[CH2:2]1.Cl.CN.C[CH2:37][N:38]=C=NCCCN(C)C.Cl.C1C=CC2N(O)N=NC=2C=1.C(N(CC)CC)C. Product: [C@H:1]1([N:13]2[CH2:18][CH2:17][CH:16]([N:19]3[C:23]4[CH:24]=[CH:25][CH:26]=[CH:27][C:22]=4[N:21]([CH2:28][C:29]([NH:38][CH3:37])=[O:31])[C:20]3=[O:32])[CH2:15][CH2:14]2)[C:11]2=[C:12]3[C:7](=[CH:8][CH:9]=[CH:10]2)[CH:6]=[CH:5][CH:4]=[C:3]3[CH2:2]1. The catalyst class is: 18.